This data is from Reaction yield outcomes from USPTO patents with 853,638 reactions. The task is: Predict the reaction yield, written as a fraction of the theoretical maximum amount of product (1.0 means a 100% yield; for example, 0.34 means a 34% yield). (1) The reactants are [F:1][C:2]1[CH:7]=[CH:6][C:5]([C:8]([C:10]2[N:19]=[C:18]([NH:20][C:21]3[CH:25]=[C:24]([CH3:26])[NH:23][N:22]=3)[C:17]3[C:12](=[CH:13][C:14]([C:27]([F:30])([F:29])[F:28])=[CH:15][CH:16]=3)[N:11]=2)=[O:9])=[CH:4][CH:3]=1.[BH4-].[Na+]. The catalyst is O.CO.C1COCC1. The product is [F:1][C:2]1[CH:7]=[CH:6][C:5]([CH:8]([C:10]2[N:19]=[C:18]([NH:20][C:21]3[CH:25]=[C:24]([CH3:26])[NH:23][N:22]=3)[C:17]3[C:12](=[CH:13][C:14]([C:27]([F:30])([F:28])[F:29])=[CH:15][CH:16]=3)[N:11]=2)[OH:9])=[CH:4][CH:3]=1. The yield is 0.400. (2) The reactants are [CH3:1][O:2][C:3](=[O:34])[C@H:4]([NH:23][C:24]([O:26][CH2:27][C:28]1[CH:33]=[CH:32][CH:31]=[CH:30][CH:29]=1)=[O:25])[CH2:5][C:6]1[CH:11]=[C:10]([CH3:12])[C:9]([NH:13][C:14]([O:16][C:17]([CH3:20])([CH3:19])[CH3:18])=[O:15])=[CH:8][C:7]=1[CH2:21]O.C(N(CC)CC)C.CS([Cl:46])(=O)=O. The catalyst is ClCCl. The product is [CH3:1][O:2][C:3](=[O:34])[C@H:4]([NH:23][C:24]([O:26][CH2:27][C:28]1[CH:33]=[CH:32][CH:31]=[CH:30][CH:29]=1)=[O:25])[CH2:5][C:6]1[CH:11]=[C:10]([CH3:12])[C:9]([NH:13][C:14]([O:16][C:17]([CH3:20])([CH3:19])[CH3:18])=[O:15])=[CH:8][C:7]=1[CH2:21][Cl:46]. The yield is 0.910. (3) The reactants are [CH3:1][C:2]1([CH3:21])[CH2:11][CH2:10][C:9]2[C:4](=[C:5]([C:19]#[N:20])[C:6](=[O:18])[NH:7][C:8]=2[N:12]2[CH2:17][CH2:16][O:15][CH2:14][CH2:13]2)[CH2:3]1.C(=O)([O-])[O-].[K+].[K+].Br[CH2:29][C:30]([O:32][CH2:33][CH3:34])=[O:31]. The catalyst is CC(C)=O. The product is [C:19]([C:5]1[C:4]2[CH2:3][C:2]([CH3:21])([CH3:1])[CH2:11][CH2:10][C:9]=2[C:8]([N:12]2[CH2:13][CH2:14][O:15][CH2:16][CH2:17]2)=[N:7][C:6]=1[O:18][CH2:29][C:30]([O:32][CH2:33][CH3:34])=[O:31])#[N:20]. The yield is 0.750. (4) The catalyst is O1CCCC1. The product is [CH2:7]([O:14][C:15]1[CH:16]=[C:17]([CH:31]=[CH:32][CH:33]=1)[C:18]([NH:20][C:21]1[CH:26]=[CH:25][CH:24]=[CH:23][C:22]=1[S:27]([NH:30][C:34](=[O:40])[CH2:35][CH2:36][CH2:37][CH2:38][CH3:39])(=[O:29])=[O:28])=[O:19])[C:8]1[CH:9]=[CH:10][CH:11]=[CH:12][CH:13]=1. The reactants are CC(C)([O-])C.[K+].[CH2:7]([O:14][C:15]1[CH:16]=[C:17]([CH:31]=[CH:32][CH:33]=1)[C:18]([NH:20][C:21]1[CH:26]=[CH:25][CH:24]=[CH:23][C:22]=1[S:27]([NH2:30])(=[O:29])=[O:28])=[O:19])[C:8]1[CH:13]=[CH:12][CH:11]=[CH:10][CH:9]=1.[C:34](Cl)(=[O:40])[CH2:35][CH2:36][CH2:37][CH2:38][CH3:39].[Cl-].[NH4+]. The yield is 0.860. (5) The reactants are CO[C:3](=[O:22])[C:4]1[CH:9]=[C:8]([C:10]2[N:11]([CH:15]([CH3:17])[CH3:16])[N:12]=[CH:13][CH:14]=2)[C:7]([CH:18]([F:20])[F:19])=[CH:6][C:5]=1[NH2:21].CC[N:25]([CH2:28]C)CC.[CH3:30][S:31]([NH:34]N)(=[O:33])=[O:32].[OH-:36].[Na+]. The catalyst is C(Cl)Cl. The product is [F:20][CH:18]([F:19])[C:7]1[CH:6]=[C:5]2[C:4]([C:3](=[O:22])[N:25]([NH:34][S:31]([CH3:30])(=[O:33])=[O:32])[C:28](=[O:36])[NH:21]2)=[CH:9][C:8]=1[C:10]1[N:11]([CH:15]([CH3:16])[CH3:17])[N:12]=[CH:13][CH:14]=1. The yield is 0.600. (6) The reactants are Cl[C:2]1[N:7]=[C:6]([N:8]2[CH2:12][CH2:11][CH2:10][CH:9]2[C:13]2[O:17][N:16]=[C:15]([C:18]3[CH:23]=[CH:22][CH:21]=[CH:20][N:19]=3)[CH:14]=2)[N:5]=[C:4]([NH:24][C:25]2[NH:29][N:28]=[C:27]([CH3:30])[CH:26]=2)[CH:3]=1.[C:31]([O:35][C:36]([N:38]1[CH2:41][C:40]2([CH2:46][CH2:45][NH:44][CH2:43][CH2:42]2)[CH2:39]1)=[O:37])([CH3:34])([CH3:33])[CH3:32]. The catalyst is O1CCOCC1. The product is [C:31]([O:35][C:36]([N:38]1[CH2:41][C:40]2([CH2:46][CH2:45][N:44]([C:2]3[N:7]=[C:6]([N:8]4[CH2:12][CH2:11][CH2:10][CH:9]4[C:13]4[O:17][N:16]=[C:15]([C:18]5[CH:23]=[CH:22][CH:21]=[CH:20][N:19]=5)[CH:14]=4)[N:5]=[C:4]([NH:24][C:25]4[CH:26]=[C:27]([CH3:30])[NH:28][N:29]=4)[CH:3]=3)[CH2:43][CH2:42]2)[CH2:39]1)=[O:37])([CH3:34])([CH3:32])[CH3:33]. The yield is 0.550. (7) The reactants are C(OC([N:8]1[CH2:13][CH2:12][N:11]([C:14]2[CH:19]=[CH:18][C:17]([C:20]3[CH:25]=[CH:24][C:23]([C:26]([F:29])([F:28])[F:27])=[CH:22][CH:21]=3)=[CH:16][C:15]=2[NH:30][CH2:31][C:32]2[CH:41]=[CH:40][C:39]3[C:34](=[CH:35][CH:36]=[CH:37][CH:38]=3)[CH:33]=2)[CH2:10][CH2:9]1)=O)(C)(C)C.C(O)(C(F)(F)F)=O. The catalyst is C(Cl)Cl. The product is [CH:33]1[C:34]2[C:39](=[CH:38][CH:37]=[CH:36][CH:35]=2)[CH:40]=[CH:41][C:32]=1[CH2:31][NH:30][C:15]1[CH:16]=[C:17]([C:20]2[CH:25]=[CH:24][C:23]([C:26]([F:28])([F:29])[F:27])=[CH:22][CH:21]=2)[CH:18]=[CH:19][C:14]=1[N:11]1[CH2:12][CH2:13][NH:8][CH2:9][CH2:10]1. The yield is 0.460. (8) The product is [C:1]([NH:4][C@@H:5]([CH2:11][C:12]1[CH:17]=[CH:16][C:15]([O:18][CH2:19][CH:20]=[CH2:21])=[CH:14][CH:13]=1)[C:6]([OH:8])=[O:7])(=[O:3])[CH3:2]. The yield is 1.00. The reactants are [C:1]([NH:4][C@@H:5]([CH2:11][C:12]1[CH:17]=[CH:16][C:15]([O:18][CH2:19][CH:20]=[CH2:21])=[CH:14][CH:13]=1)[C:6]([O:8]CC)=[O:7])(=[O:3])[CH3:2].O.[OH-].[Li+]. The catalyst is C1COCC1.O.O.